Dataset: Catalyst prediction with 721,799 reactions and 888 catalyst types from USPTO. Task: Predict which catalyst facilitates the given reaction. Reactant: [CH:1]1[CH:2]=[CH:3][N:4]2[CH2:10][C:9]3[CH:11]=[CH:12][CH:13]=[CH:14][C:8]=3[NH:7][CH2:6][C:5]=12.CN(C)C1C=CC=CC=1.[C:24]1([C:33]2[CH:38]=[CH:37][CH:36]=[CH:35][CH:34]=2)[CH:29]=[CH:28][C:27]([C:30](Cl)=[O:31])=[CH:26][CH:25]=1.O. Product: [C:24]1([C:33]2[CH:34]=[CH:35][CH:36]=[CH:37][CH:38]=2)[CH:25]=[CH:26][C:27]([C:30]([N:7]2[C:8]3[CH:14]=[CH:13][CH:12]=[CH:11][C:9]=3[CH2:10][N:4]3[CH:3]=[CH:2][CH:1]=[C:5]3[CH2:6]2)=[O:31])=[CH:28][CH:29]=1. The catalyst class is: 12.